Dataset: Forward reaction prediction with 1.9M reactions from USPTO patents (1976-2016). Task: Predict the product of the given reaction. (1) Given the reactants [CH:1]1([CH:7]([NH:21][C:22]2[CH:30]=[CH:29][C:25]([C:26](O)=[O:27])=[CH:24][CH:23]=2)[C:8]2[CH:12]=[C:11]([C:13]3[CH2:14][CH2:15][S:16][CH2:17][CH:18]=3)[S:10][C:9]=2[CH2:19][CH3:20])[CH2:6][CH2:5][CH2:4][CH2:3][CH2:2]1.Cl.[NH2:32][CH2:33][CH2:34][C:35]([O:37]CC)=[O:36].O.ON1C2C=CC=CC=2N=N1.Cl.C(N=C=NCCCN(C)C)C.[Cl-].[NH4+].[OH-].[Na+], predict the reaction product. The product is: [CH:1]1([CH:7]([NH:21][C:22]2[CH:23]=[CH:24][C:25]([C:26]([NH:32][CH2:33][CH2:34][C:35]([OH:37])=[O:36])=[O:27])=[CH:29][CH:30]=2)[C:8]2[CH:12]=[C:11]([C:13]3[CH2:14][CH2:15][S:16][CH2:17][CH:18]=3)[S:10][C:9]=2[CH2:19][CH3:20])[CH2:6][CH2:5][CH2:4][CH2:3][CH2:2]1. (2) Given the reactants [NH2:1][CH2:2][CH2:3][O:4][C:5]1[N:6]=[C:7]2[C:12](=[CH:13][CH:14]=1)[N:11]=[CH:10][C:9]([F:15])=[C:8]2[CH2:16][CH2:17][C:18]12[CH2:25][CH2:24][C:21]([NH:26][C:27](=[O:33])[O:28][C:29]([CH3:32])([CH3:31])[CH3:30])([CH2:22][CH2:23]1)[CH2:20][O:19]2.Cl[C:35]([O:37][CH2:38][C:39]1[CH:44]=[CH:43][CH:42]=[CH:41][CH:40]=1)=[O:36], predict the reaction product. The product is: [CH2:38]([O:37][C:35]([NH:1][CH2:2][CH2:3][O:4][C:5]1[N:6]=[C:7]2[C:12](=[CH:13][CH:14]=1)[N:11]=[CH:10][C:9]([F:15])=[C:8]2[CH2:16][CH2:17][C:18]12[CH2:23][CH2:22][C:21]([NH:26][C:27](=[O:33])[O:28][C:29]([CH3:30])([CH3:32])[CH3:31])([CH2:24][CH2:25]1)[CH2:20][O:19]2)=[O:36])[C:39]1[CH:44]=[CH:43][CH:42]=[CH:41][CH:40]=1. (3) Given the reactants [NH2:1][C:2]1[N:6]([C:7]2[CH:14]=[CH:13][C:10]([C:11]#[N:12])=[CH:9][CH:8]=2)[N:5]=[C:4]([C:15]([CH3:18])([CH3:17])[CH3:16])[CH:3]=1.[OH-].[Na+].Cl[C:22]([O:24][CH2:25][C:26]([Cl:29])([Cl:28])[Cl:27])=[O:23], predict the reaction product. The product is: [Cl:27][C:26]([Cl:29])([Cl:28])[CH2:25][O:24][C:22](=[O:23])[NH:1][C:2]1[N:6]([C:7]2[CH:14]=[CH:13][C:10]([C:11]#[N:12])=[CH:9][CH:8]=2)[N:5]=[C:4]([C:15]([CH3:18])([CH3:17])[CH3:16])[CH:3]=1. (4) Given the reactants [CH2:1]([O:5][CH2:6][CH2:7][O:8][C:9]1[CH:14]=[CH:13][C:12]([C:15]2[CH:16]=[CH:17][C:18]3[NH:24][CH2:23][CH2:22][C:21]([C:25]([NH:27][C:28]4[CH:33]=[CH:32][C:31]([CH:34]([OH:42])[C:35]5[CH:40]=[CH:39][CH:38]=[CH:37][N+:36]=5[O-:41])=[C:30]([O:43][CH3:44])[CH:29]=4)=[O:26])=[CH:20][C:19]=3[CH:45]=2)=[CH:11][CH:10]=1)[CH2:2][CH2:3][CH3:4].O.C(=O)(O)[O-].[Na+], predict the reaction product. The product is: [CH2:1]([O:5][CH2:6][CH2:7][O:8][C:9]1[CH:10]=[CH:11][C:12]([C:15]2[CH:16]=[CH:17][C:18]3[N:24]([CH2:11][CH:12]([CH3:15])[CH3:13])[CH2:23][CH2:22][C:21]([C:25]([NH:27][C:28]4[CH:33]=[CH:32][C:31]([CH:34]([OH:42])[C:35]5[CH:40]=[CH:39][CH:38]=[CH:37][N+:36]=5[O-:41])=[C:30]([O:43][CH3:44])[CH:29]=4)=[O:26])=[CH:20][C:19]=3[CH:45]=2)=[CH:13][CH:14]=1)[CH2:2][CH2:3][CH3:4]. (5) Given the reactants [H-].[Na+].[C:3]([O:7][C:8]([N:10]1[CH2:15][CH2:14][CH:13]([CH2:16][C:17]([OH:20])([CH3:19])[CH3:18])[CH2:12][CH2:11]1)=[O:9])([CH3:6])([CH3:5])[CH3:4].[CH3:21]I, predict the reaction product. The product is: [C:3]([O:7][C:8]([N:10]1[CH2:15][CH2:14][CH:13]([CH2:16][C:17]([O:20][CH3:21])([CH3:19])[CH3:18])[CH2:12][CH2:11]1)=[O:9])([CH3:6])([CH3:5])[CH3:4].